This data is from Forward reaction prediction with 1.9M reactions from USPTO patents (1976-2016). The task is: Predict the product of the given reaction. (1) Given the reactants [CH2:1](CN)[C:2]1[CH:7]=[CH:6][CH:5]=[CH:4][CH:3]=1.[Cl:10][CH2:11][C:12](Cl)=[O:13].[CH2:15]([N:17](CC)CC)C.C([O-])(O)=O.[Na+], predict the reaction product. The product is: [CH2:1]([N:17]([CH3:15])[C:12](=[O:13])[CH2:11][Cl:10])[C:2]1[CH:3]=[CH:4][CH:5]=[CH:6][CH:7]=1. (2) Given the reactants [CH3:1][O:2][C:3]1[CH:4]=[C:5]([N:12]2[CH2:17][CH2:16][O:15][CH2:14][CH2:13]2)[CH:6]=[CH:7][C:8]=1[N+:9]([O-])=O.[Sn](Cl)Cl, predict the reaction product. The product is: [CH3:1][O:2][C:3]1[CH:4]=[C:5]([N:12]2[CH2:17][CH2:16][O:15][CH2:14][CH2:13]2)[CH:6]=[CH:7][C:8]=1[NH2:9]. (3) Given the reactants C[O:2][C:3]1[CH:4]=[C:5]([C:9]2[CH:14]=[CH:13][CH:12]=[CH:11][CH:10]=2)[CH:6]=[CH:7][CH:8]=1.[Cl-].[Al+3].[Cl-].[Cl-].[C:19](Cl)(=[O:21])[CH3:20].Cl, predict the reaction product. The product is: [OH:2][C:3]1[CH:4]=[C:5]([C:9]2[CH:14]=[CH:13][CH:12]=[CH:11][CH:10]=2)[CH:6]=[CH:7][C:8]=1[C:19](=[O:21])[CH3:20]. (4) Given the reactants [CH3:1][O:2][C:3]1[CH:4]=[C:5]([CH:10]=[C:11](/[CH:13]=[CH:14]/[C:15]2[CH:16]=[N:17][C:18]([NH:21][C:22]3[CH:27]=[CH:26][C:25]([N:28]4[CH2:33][CH2:32][NH:31][CH2:30][CH2:29]4)=[CH:24][CH:23]=3)=[N:19][CH:20]=2)[CH:12]=1)[C:6]([O:8][CH3:9])=[O:7].Br[CH2:35][CH2:36][OH:37].C([O-])([O-])=O.[K+].[K+], predict the reaction product. The product is: [OH:37][CH2:36][CH2:35][N:31]1[CH2:32][CH2:33][N:28]([C:25]2[CH:24]=[CH:23][C:22]([NH:21][C:18]3[N:19]=[CH:20][C:15](/[CH:14]=[CH:13]/[C:11]4[CH:10]=[C:5]([CH:4]=[C:3]([O:2][CH3:1])[CH:12]=4)[C:6]([O:8][CH3:9])=[O:7])=[CH:16][N:17]=3)=[CH:27][CH:26]=2)[CH2:29][CH2:30]1.